Predict the product of the given reaction. From a dataset of Forward reaction prediction with 1.9M reactions from USPTO patents (1976-2016). (1) Given the reactants [C:1]([O:5][C:6]([N:8]1[CH2:13][CH2:12][NH:11][CH2:10][CH2:9]1)=[O:7])([CH3:4])([CH3:3])[CH3:2].CCN(C(C)C)C(C)C.[Cl:23][CH2:24][C:25](Cl)=[O:26], predict the reaction product. The product is: [C:1]([O:5][C:6]([N:8]1[CH2:13][CH2:12][N:11]([C:25](=[O:26])[CH2:24][Cl:23])[CH2:10][CH2:9]1)=[O:7])([CH3:4])([CH3:2])[CH3:3]. (2) Given the reactants [Br:1][C:2]1[CH:3]=[C:4]([CH:32]=[CH:33][CH:34]=1)[O:5][C:6]1[CH:7]=[C:8]([S:23][C:24]2[CH:29]=[CH:28][CH:27]=[C:26]([O:30][CH3:31])[CH:25]=2)[C:9]([NH:12][C:13]2[S:17][N:16]=[C:15]([CH:18]3[CH2:22][CH2:21][CH2:20][O:19]3)[N:14]=2)=[N:10][CH:11]=1.[ClH:35].CCOCC, predict the reaction product. The product is: [ClH:35].[Br:1][C:2]1[CH:3]=[C:4]([CH:32]=[CH:33][CH:34]=1)[O:5][C:6]1[CH:7]=[C:8]([S:23][C:24]2[CH:29]=[CH:28][CH:27]=[C:26]([O:30][CH3:31])[CH:25]=2)[C:9]([NH:12][C:13]2[S:17][N:16]=[C:15]([CH:18]3[CH2:22][CH2:21][CH2:20][O:19]3)[N:14]=2)=[N:10][CH:11]=1. (3) Given the reactants [NH2:1][C:2]1[C:17]([F:18])=[CH:16][C:5]([O:6][C:7]2[CH:12]=[CH:11][N:10]=[C:9]([C:13]([NH2:15])=[O:14])[CH:8]=2)=[C:4]([F:19])[CH:3]=1.[CH3:20][N:21]1[C:25]([CH3:26])=[C:24]([C:27](O)=[O:28])[C:23](=[O:30])[N:22]1[C:31]1[CH:36]=[CH:35][CH:34]=[CH:33][CH:32]=1.CCN=C=NCCCN(C)C.C1C=NC2N(O)N=NC=2C=1, predict the reaction product. The product is: [CH3:20][N:21]1[C:25]([CH3:26])=[C:24]([C:27]([NH:1][C:2]2[C:17]([F:18])=[CH:16][C:5]([O:6][C:7]3[CH:12]=[CH:11][N:10]=[C:9]([C:13]([NH2:15])=[O:14])[CH:8]=3)=[C:4]([F:19])[CH:3]=2)=[O:28])[C:23](=[O:30])[N:22]1[C:31]1[CH:36]=[CH:35][CH:34]=[CH:33][CH:32]=1. (4) Given the reactants C([O:5][N:6]=[C:7]1[C:16]2[C:11](=[CH:12][C:13](Br)=[CH:14][CH:15]=2)[O:10][C:9]([C:18]2[N:19]=[CH:20][C:21]3[C:26]([CH:27]=2)=[CH:25][CH:24]=[CH:23][CH:22]=3)=[CH:8]1)(C)(C)C.[C:28]([C:30]1[CH:35]=[CH:34][N:33]=[CH:32][CH:31]=1)#[CH:29], predict the reaction product. The product is: [CH:20]1[C:21]2[C:26](=[CH:25][CH:24]=[CH:23][CH:22]=2)[CH:27]=[C:18]([C:9]2[O:10][C:11]3[C:16]([C:7](=[N:6][OH:5])[CH:8]=2)=[CH:15][CH:14]=[C:13]([C:29]#[C:28][C:30]2[CH:35]=[CH:34][N:33]=[CH:32][CH:31]=2)[CH:12]=3)[N:19]=1. (5) Given the reactants [OH:1][C@@H:2]([C@H:4]1[C:25](=[O:26])[N:6]2[C@@H:7]([C:12]([O:14][CH2:15][C:16]3[CH:21]=[CH:20][C:19]([N+:22]([O-:24])=[O:23])=[CH:18][CH:17]=3)=[O:13])[C:8](=O)[C@H:9]([CH3:10])[C@H:5]12)[CH3:3].[Si:27]([O:34][C@H:35]1[CH2:39][N:38]([C:40]([O:42][CH2:43][C:44]2[CH:49]=[CH:48][C:47]([N+:50]([O-:52])=[O:51])=[CH:46][CH:45]=2)=[O:41])[C@H:37]([C:53]([C:55]2[N:56]=[CH:57][N:58]3[CH:62]=[C:61]([Sn](CCCC)(CCCC)CCCC)[S:60][C:59]=23)=[O:54])[CH2:36]1)([C:30]([CH3:33])([CH3:32])[CH3:31])([CH3:29])[CH3:28], predict the reaction product. The product is: [Si:27]([O:34][C@H:35]1[CH2:39][N:38]([C:40]([O:42][CH2:43][C:44]2[CH:45]=[CH:46][C:47]([N+:50]([O-:52])=[O:51])=[CH:48][CH:49]=2)=[O:41])[C@H:37]([C:53]([C:55]2[N:56]=[CH:57][N:58]3[CH:62]=[C:61]([C:8]4[C@H:9]([CH3:10])[C@@H:5]5[C@@H:4]([C@H:2]([OH:1])[CH3:3])[C:25](=[O:26])[N:6]5[C:7]=4[C:12]([O:14][CH2:15][C:16]4[CH:17]=[CH:18][C:19]([N+:22]([O-:24])=[O:23])=[CH:20][CH:21]=4)=[O:13])[S:60][C:59]=23)=[O:54])[CH2:36]1)([C:30]([CH3:31])([CH3:32])[CH3:33])([CH3:29])[CH3:28]. (6) Given the reactants OS(O)(=O)=O.[CH2:6]([O:9][C:10]([N:12]1[CH2:16][C@H:15]([OH:17])[CH2:14][C@H:13]1[C:18]([OH:20])=[O:19])=[O:11])[CH:7]=[CH2:8].[CH3:21]O, predict the reaction product. The product is: [CH2:6]([O:9][C:10]([N:12]1[CH2:16][C@H:15]([OH:17])[CH2:14][C@H:13]1[C:18]([O:20][CH3:21])=[O:19])=[O:11])[CH:7]=[CH2:8]. (7) Given the reactants [Cl:1][C:2]1[CH:7]=[C:6]([CH2:8][C:9]2[C:14](=[O:15])[NH:13][C:12]([CH3:16])=[N:11][C:10]=2[CH2:17][CH2:18][CH3:19])[CH:5]=[CH:4][C:3]=1[C:20]1[C:21]([C:26]#[N:27])=[CH:22][CH:23]=[CH:24][CH:25]=1.[CH3:28][C:29]1([CH3:41])[CH2:33][C:32]2[CH:34]=[C:35](B(O)O)[CH:36]=[CH:37][C:31]=2[O:30]1.C([N:44](CC)CC)C.N1C=CC=CC=1.[C:55]([O:58]CC)(=[O:57])C, predict the reaction product. The product is: [Cl:1][C:2]1[CH:7]=[C:6]([CH2:8][C:9]2[C:14](=[O:15])[N:13]([C:35]3[CH:36]=[CH:37][C:31]4[O:30][C:29]([CH3:41])([CH3:28])[CH2:33][C:32]=4[CH:34]=3)[C:12]([CH3:16])=[N:11][C:10]=2[CH2:17][CH2:18][CH3:19])[CH:5]=[CH:4][C:3]=1[C:20]1[CH:25]=[CH:24][CH:23]=[CH:22][C:21]=1[C:26]1[NH:44][C:55](=[O:57])[O:58][N:27]=1. (8) The product is: [F:1][C:2]1[CH:7]=[CH:6][C:5]([C:8]2[N:15]3[C:11]([CH2:12][CH2:13][CH2:14]3)=[C:10]([CH2:16][OH:17])[C:9]=2[C:21]2[CH:22]=[CH:23][N:24]=[CH:25][CH:26]=2)=[CH:4][CH:3]=1. Given the reactants [F:1][C:2]1[CH:7]=[CH:6][C:5]([C:8]2[N:15]3[C:11]([CH2:12][CH2:13][CH2:14]3)=[C:10]([C:16](OCC)=[O:17])[C:9]=2[C:21]2[CH:26]=[CH:25][N:24]=[CH:23][CH:22]=2)=[CH:4][CH:3]=1.C1COCC1, predict the reaction product. (9) Given the reactants [Cl:1][C:2]1[CH:28]=[CH:27][C:5]2[N:6]3[C:10]([CH2:11][NH:12][CH2:13][C:4]=2[CH:3]=1)=[N:9][N:8]=[C:7]3[CH:14]1[CH2:19][CH2:18][C:17]([C:20]2[CH:25]=[C:24]([F:26])[CH:23]=[CH:22][N:21]=2)=[CH:16][CH2:15]1.[C:29](O)(=O)C.C=O.C(O[BH-](OC(=O)C)OC(=O)C)(=O)C.[Na+], predict the reaction product. The product is: [Cl:1][C:2]1[CH:28]=[CH:27][C:5]2[N:6]3[C:10]([CH2:11][N:12]([CH3:29])[CH2:13][C:4]=2[CH:3]=1)=[N:9][N:8]=[C:7]3[CH:14]1[CH2:19][CH2:18][C:17]([C:20]2[CH:25]=[C:24]([F:26])[CH:23]=[CH:22][N:21]=2)=[CH:16][CH2:15]1.